Dataset: Reaction yield outcomes from USPTO patents with 853,638 reactions. Task: Predict the reaction yield, written as a fraction of the theoretical maximum amount of product (1.0 means a 100% yield; for example, 0.34 means a 34% yield). (1) The reactants are [CH:1]1([CH2:4][O:5][C:6]2[C:7](O)=[N:8][C:9]([S:12][CH3:13])=[N:10][CH:11]=2)[CH2:3][CH2:2]1.O=P(Cl)(Cl)[Cl:17].CC(=O)OCC. The catalyst is CC#N. The product is [Cl:17][C:7]1[C:6]([O:5][CH2:4][CH:1]2[CH2:3][CH2:2]2)=[CH:11][N:10]=[C:9]([S:12][CH3:13])[N:8]=1. The yield is 0.636. (2) The reactants are C([O:4][C:5]1[CH:10]=[CH:9][CH:8]=[CH:7][C:6]=1[CH:11]=[CH:12][C:13]([NH:15][C@H:16]([C:26]([O:28]C)=[O:27])[CH2:17][C:18]1[CH:23]=[CH:22][C:21]([O:24][CH3:25])=[CH:20][CH:19]=1)=[O:14])(=O)C.[OH-].[Na+]. The product is [OH:4][C:5]1[CH:10]=[CH:9][CH:8]=[CH:7][C:6]=1[CH:11]=[CH:12][C:13]([NH:15][C@H:16]([C:26]([OH:28])=[O:27])[CH2:17][C:18]1[CH:23]=[CH:22][C:21]([O:24][CH3:25])=[CH:20][CH:19]=1)=[O:14]. The yield is 0.850. The catalyst is CO. (3) The reactants are [Cl:1][C:2]1[C:7]([C:8]([OH:10])=[O:9])=[CH:6][C:5]([F:11])=[C:4](Cl)[N:3]=1.[CH3:13][O-:14].[Na+].O.Cl. The catalyst is CO. The product is [Cl:1][C:2]1[C:7]([C:8]([OH:10])=[O:9])=[CH:6][C:5]([F:11])=[C:4]([O:14][CH3:13])[N:3]=1. The yield is 0.650. (4) The reactants are [C:1]([C@H:5]1[CH2:10][CH2:9][C@H:8]([O:11][C:12]2[CH:13]=[C:14]3[C:19](=[CH:20][CH:21]=2)[CH:18]=[C:17]([C@:22]2([CH3:28])[CH2:26][O:25][C:24](=[O:27])[NH:23]2)[CH:16]=[CH:15]3)[CH2:7][CH2:6]1)([CH3:4])([CH3:3])[CH3:2].C(Cl)Cl.[I:32]N1C(=O)CCC1=O. The catalyst is [Cl-].[Cl-].[Cl-].[Cl-].[Zr+4]. The product is [C:1]([C@H:5]1[CH2:6][CH2:7][C@H:8]([O:11][C:12]2[C:13]([I:32])=[C:14]3[C:19](=[CH:20][CH:21]=2)[CH:18]=[C:17]([C@:22]2([CH3:28])[CH2:26][O:25][C:24](=[O:27])[NH:23]2)[CH:16]=[CH:15]3)[CH2:9][CH2:10]1)([CH3:4])([CH3:2])[CH3:3]. The yield is 0.420. (5) The reactants are [Cl:1][C:2]1[N:7]=[C:6]([N:8]([CH3:13])[CH2:9][CH2:10][CH2:11][OH:12])[C:5]([CH3:14])=[CH:4][N:3]=1.O[C:16]1[CH:17]=[C:18]2[C:22](=[CH:23][CH:24]=1)[NH:21][CH:20]=[CH:19]2.C1(P(C2C=CC=CC=2)C2C=CC=CC=2)C=CC=CC=1.N(C(N1CCCCC1)=O)=NC(N1CCCCC1)=O. The catalyst is ClCCl.CCOC(C)=O. The product is [Cl:1][C:2]1[N:7]=[C:6]([N:8]([CH2:9][CH2:10][CH2:11][O:12][C:16]2[CH:17]=[C:18]3[C:22](=[CH:23][CH:24]=2)[NH:21][CH:20]=[CH:19]3)[CH3:13])[C:5]([CH3:14])=[CH:4][N:3]=1. The yield is 0.240.